Dataset: Catalyst prediction with 721,799 reactions and 888 catalyst types from USPTO. Task: Predict which catalyst facilitates the given reaction. (1) Reactant: C(OC([N:8]1[C:12]2=[N:13][CH:14]=[CH:15][CH:16]=[C:11]2[C:10]([CH2:17][C:18]2[C:19]([CH3:24])=[N:20][NH:21][C:22]=2[CH3:23])=[CH:9]1)=O)(C)(C)C.[N:25]([CH2:28][C:29]1[CH:34]=[CH:33][C:32]([O:35][CH3:36])=[CH:31][CH:30]=1)=[C:26]=[O:27].C(O)(=O)C. Product: [CH3:36][O:35][C:32]1[CH:33]=[CH:34][C:29]([CH2:28][NH:25][C:26]([N:21]2[C:22]([CH3:23])=[C:18]([CH2:17][C:10]3[C:11]4[C:12](=[N:13][CH:14]=[CH:15][CH:16]=4)[NH:8][CH:9]=3)[C:19]([CH3:24])=[N:20]2)=[O:27])=[CH:30][CH:31]=1. The catalyst class is: 4. (2) Reactant: F[C:2]1[N:7]=[CH:6][C:5]([C:8]2[CH:12]=[CH:11][S:10][CH:9]=2)=[CH:4][N:3]=1.[NH2:13][C:14]1[CH:19]=[CH:18][C:17]([OH:20])=[CH:16][CH:15]=1.C(N(C(C)C)CC)(C)C. Product: [S:10]1[CH:11]=[CH:12][C:8]([C:5]2[CH:4]=[N:3][C:2]([NH:13][C:14]3[CH:19]=[CH:18][C:17]([OH:20])=[CH:16][CH:15]=3)=[N:7][CH:6]=2)=[CH:9]1. The catalyst class is: 32. (3) Reactant: [CH:1]([N:4]1[C:8]2[CH:9]=[CH:10][CH:11]=[CH:12][C:7]=2[NH:6][C:5]1=[O:13])([CH3:3])[CH3:2].C(N(CC)CC)C.Cl[C:22](Cl)([O:24]C(=O)OC(Cl)(Cl)Cl)Cl.[NH2:33][CH2:34][CH:35]1[CH2:40][CH2:39][N:38]([CH2:41][C:42]2([OH:48])[CH2:47][CH2:46][O:45][CH2:44][CH2:43]2)[CH2:37][CH2:36]1.C([O-])(O)=O.[Na+]. Product: [OH:48][C:42]1([CH2:41][N:38]2[CH2:39][CH2:40][CH:35]([CH2:34][NH:33][C:22]([N:6]3[C:7]4[CH:12]=[CH:11][CH:10]=[CH:9][C:8]=4[N:4]([CH:1]([CH3:3])[CH3:2])[C:5]3=[O:13])=[O:24])[CH2:36][CH2:37]2)[CH2:47][CH2:46][O:45][CH2:44][CH2:43]1. The catalyst class is: 7. (4) Reactant: [OH:1][CH2:2][C:3]1([C:8]#[N:9])[CH2:7][CH2:6][CH2:5][CH2:4]1.C(N(CC)CC)C.O. Product: [CH:2]([C:3]1([C:8]#[N:9])[CH2:7][CH2:6][CH2:5][CH2:4]1)=[O:1]. The catalyst class is: 16. (5) Reactant: [N+:1]([C:4]1[C:5]([C:28](OCC)=[O:29])=[N:6][C:7]([NH:19][C:20]2[CH:25]=[CH:24][CH:23]=[CH:22][C:21]=2[CH2:26][OH:27])=[N:8][C:9]=1[NH:10][C:11]1[CH:16]=[CH:15][CH:14]=[CH:13][C:12]=1[O:17][CH3:18])([O-])=O.ClC1N=C([C:40](OCC)=[O:41])C([N+]([O-])=O)=C(NC2C=CC=CC=2OC)N=1.[NH2:57]C1C=CC=CC=1CO.C(N(C(C)C)CC)(C)C. Product: [OH:27][CH2:26][C:21]1[CH:22]=[CH:23][CH:24]=[CH:25][C:20]=1[NH:19][C:7]1[N:8]=[C:9]2[C:4]([NH:1][C:40](=[O:41])[N:10]2[C:11]2[CH:16]=[CH:15][CH:14]=[CH:13][C:12]=2[O:17][CH3:18])=[C:5]([C:28]([NH2:57])=[O:29])[N:6]=1. The catalyst class is: 9.